This data is from Reaction yield outcomes from USPTO patents with 853,638 reactions. The task is: Predict the reaction yield, written as a fraction of the theoretical maximum amount of product (1.0 means a 100% yield; for example, 0.34 means a 34% yield). The reactants are [C:1]([O:5][C:6](=[O:37])[C@@H:7]([N:13]1[C@H:17]([C:18]2[CH:23]=[CH:22][CH:21]=[CH:20][CH:19]=2)[CH2:16][O:15]C1C(C1C=CC=CC=1)C1C=CC=CC=1)[C@@H:8]([OH:12])[CH:9]([CH3:11])[CH3:10])([CH3:4])([CH3:3])[CH3:2]. The catalyst is O1CCCC1.O.C(O)=O. The product is [C:1]([O:5][C:6](=[O:37])[C@@H:7]([NH:13][C@@H:17]([C:18]1[CH:19]=[CH:20][CH:21]=[CH:22][CH:23]=1)[CH2:16][OH:15])[C@@H:8]([OH:12])[CH:9]([CH3:11])[CH3:10])([CH3:3])([CH3:4])[CH3:2]. The yield is 0.550.